Dataset: Forward reaction prediction with 1.9M reactions from USPTO patents (1976-2016). Task: Predict the product of the given reaction. (1) Given the reactants [C:1]([C:9]1[CH:18]=[C:17]2[C:12]([CH:13]=[CH:14][CH:15]=[C:16]2[N:19]2[CH2:24][CH2:23][N:22]([CH3:25])[CH2:21][CH2:20]2)=[CH:11][CH:10]=1)(=[O:8])[C:2]1[CH:7]=[CH:6][CH:5]=[CH:4][CH:3]=1.[BH4-].[Na+], predict the reaction product. The product is: [OH:8][CH:1]([C:9]1[CH:18]=[C:17]2[C:12]([CH:13]=[CH:14][CH:15]=[C:16]2[N:19]2[CH2:24][CH2:23][N:22]([CH3:25])[CH2:21][CH2:20]2)=[CH:11][CH:10]=1)[C:2]1[CH:3]=[CH:4][CH:5]=[CH:6][CH:7]=1. (2) Given the reactants [C:1]([C:3]1[O:4][C:5]([C:8]([OH:10])=O)=[CH:6][CH:7]=1)#[N:2].C(Cl)(=O)C(Cl)=O.[NH2:17][C:18]1[CH:23]=[CH:22][CH:21]=[CH:20][C:19]=1[C:24]1[CH:29]=[CH:28][CH:27]=[CH:26][CH:25]=1.CCN(C(C)C)C(C)C.C(=O)(O)[O-].[Na+], predict the reaction product. The product is: [C:19]1([C:24]2[CH:25]=[CH:26][CH:27]=[CH:28][CH:29]=2)[CH:20]=[CH:21][CH:22]=[CH:23][C:18]=1[NH:17][C:8]([C:5]1[O:4][C:3]([C:1]#[N:2])=[CH:7][CH:6]=1)=[O:10].